From a dataset of Catalyst prediction with 721,799 reactions and 888 catalyst types from USPTO. Predict which catalyst facilitates the given reaction. (1) The catalyst class is: 9. Product: [F:1][C:2]1[CH:7]=[CH:6][C:5]([CH:8]([OH:31])[CH2:9][CH2:10][CH:11]2[C:12](=[O:30])[N:13]([C:23]3[CH:24]=[CH:25][C:26]([O:29][CH2:42][CH2:41][CH2:40][CH2:39][S:44]([OH:46])(=[O:45])=[O:43])=[CH:27][CH:28]=3)[CH:14]2[C:15]2[CH:20]=[CH:19][C:18]([O:21][CH3:22])=[CH:17][CH:16]=2)=[C:4]([F:32])[CH:3]=1. Reactant: [F:1][C:2]1[CH:7]=[CH:6][C:5]([CH:8]([OH:31])[CH2:9][CH2:10][CH:11]2[CH:14]([C:15]3[CH:20]=[CH:19][C:18]([O:21][CH3:22])=[CH:17][CH:16]=3)[N:13]([C:23]3[CH:28]=[CH:27][C:26]([OH:29])=[CH:25][CH:24]=3)[C:12]2=[O:30])=[C:4]([F:32])[CH:3]=1.C(=O)([O-])[O-].[K+].[K+].[CH2:39]1[S:44](=[O:46])(=[O:45])[O:43][CH2:42][CH2:41][CH2:40]1. (2) Reactant: [C:1]([S:4][C@@H:5]1[CH2:22][CH2:21][C@@:20]2([CH3:23])[CH:7]([C@@H:8]([OH:25])[CH2:9][C@@H:10]3[C@@H:19]2[CH2:18][CH2:17][C@@:15]2([CH3:16])[C@H:11]3[CH2:12][CH2:13][C@@H:14]2[OH:24])[CH2:6]1)(=[O:3])[CH3:2]. Product: [C:1]([S:4][C@@H:5]1[CH2:22][CH2:21][C@@:20]2([CH3:23])[CH:7]([C:8](=[O:25])[CH2:9][C@@H:10]3[C@@H:19]2[CH2:18][CH2:17][C@@:15]2([CH3:16])[C@H:11]3[CH2:12][CH2:13][C:14]2=[O:24])[CH2:6]1)(=[O:3])[CH3:2]. The catalyst class is: 862. (3) Reactant: [P:1]([O-:6])([O:4][CH3:5])[O:2][CH3:3].C[O-].[Na+].[C:10]([C:13]1[CH:20]=[CH:19][CH:18]=[CH:17][C:14]=1[CH:15]=[O:16])(O)=[O:11].CS(O)(=O)=O. Product: [O:11]=[C:10]1[C:13]2[C:14](=[CH:17][CH:18]=[CH:19][CH:20]=2)[CH:15]([P:1](=[O:6])([O:4][CH3:5])[O:2][CH3:3])[O:16]1. The catalyst class is: 5. (4) Reactant: [CH:1]1([C:4]2[C:5]([N:24]([CH2:29][CH2:30][CH:31]([CH3:33])[CH3:32])[S:25]([CH3:28])(=[O:27])=[O:26])=[CH:6][C:7]3[O:11][C:10]([C:12]4[CH:17]=[CH:16][C:15]([F:18])=[CH:14][CH:13]=4)=[C:9]([C:19](=[NH:22])[NH:20][OH:21])[C:8]=3[CH:23]=2)[CH2:3][CH2:2]1.O.[CH:35](=O)[CH3:36]. The catalyst class is: 8. Product: [CH:1]1([C:4]2[C:5]([N:24]([CH2:29][CH2:30][CH:31]([CH3:33])[CH3:32])[S:25]([CH3:28])(=[O:27])=[O:26])=[CH:6][C:7]3[O:11][C:10]([C:12]4[CH:13]=[CH:14][C:15]([F:18])=[CH:16][CH:17]=4)=[C:9]([C:19]4[NH:22][CH:35]([CH3:36])[O:21][N:20]=4)[C:8]=3[CH:23]=2)[CH2:2][CH2:3]1. (5) Reactant: [C:1]([O:5][C:6]1[CH:11]=[CH:10][C:9]([CH2:12][CH2:13][CH2:14][CH2:15]I)=[CH:8][CH:7]=1)([CH3:4])([CH3:3])[CH3:2].[CH:17]([C:19]1[NH:20][CH:21]=[CH:22][N:23]=1)=[O:18].C(=O)([O-])[O-].[K+].[K+].O. Product: [C:1]([O:5][C:6]1[CH:11]=[CH:10][C:9]([CH2:12][CH2:13][CH2:14][CH2:15][N:20]2[CH:21]=[CH:22][N:23]=[C:19]2[CH:17]=[O:18])=[CH:8][CH:7]=1)([CH3:4])([CH3:3])[CH3:2]. The catalyst class is: 3. (6) Reactant: [CH3:1][C:2]1([CH3:11])[CH2:7][CH:6]([OH:8])[CH2:5][C:4]([CH3:10])([CH3:9])[NH:3]1.[H-].[Na+].[Cl:14][C:15]1[N:16]=[N:17][C:18](Cl)=[CH:19][CH:20]=1. Product: [Cl:14][C:15]1[N:16]=[N:17][C:18]([O:8][CH:6]2[CH2:5][C:4]([CH3:10])([CH3:9])[NH:3][C:2]([CH3:11])([CH3:1])[CH2:7]2)=[CH:19][CH:20]=1. The catalyst class is: 31. (7) Reactant: C(OC(=O)[NH:7][CH2:8][C:9]([N:11]1[CH2:16][CH2:15][N:14]([C:17]2[CH:22]=[CH:21][C:20]([O:23][CH2:24][C:25]3[CH:30]=[CH:29][CH:28]=[CH:27][CH:26]=3)=[CH:19][CH:18]=2)[CH2:13][CH2:12]1)=[O:10])(C)(C)C.[ClH:32]. Product: [Cl-:32].[CH2:24]([O:23][C:20]1[CH:19]=[CH:18][C:17]([N:14]2[CH2:13][CH2:12][N:11]([C:9](=[O:10])[CH2:8][NH3+:7])[CH2:16][CH2:15]2)=[CH:22][CH:21]=1)[C:25]1[CH:26]=[CH:27][CH:28]=[CH:29][CH:30]=1. The catalyst class is: 27.